This data is from Full USPTO retrosynthesis dataset with 1.9M reactions from patents (1976-2016). The task is: Predict the reactants needed to synthesize the given product. (1) Given the product [N:13]1([CH2:2][CH2:3][O:4][C:5]2[CH:12]=[CH:11][CH:10]=[CH:9][C:6]=2[CH:7]=[O:8])[CH2:17][CH2:16][CH2:15][CH2:14]1, predict the reactants needed to synthesize it. The reactants are: Cl[CH2:2][CH2:3][O:4][C:5]1[CH:12]=[CH:11][CH:10]=[CH:9][C:6]=1[CH:7]=[O:8].[NH:13]1[CH2:17][CH2:16][CH2:15][CH2:14]1.C([O-])([O-])=O.[K+].[K+].[Na+].[I-]. (2) Given the product [Cl:1][C:2]1[CH:12]=[CH:11][C:10]([CH2:13][NH:14][C:15](=[O:20])[C:16]([F:19])([F:18])[F:17])=[CH:9][C:3]=1[C:4]1[NH:6][C:7](=[O:8])[N:29]([C:26]2[CH:27]=[N:28][C:23]([C:22]([F:21])([F:38])[F:39])=[CH:24][CH:25]=2)[N:30]=1, predict the reactants needed to synthesize it. The reactants are: [Cl:1][C:2]1[CH:12]=[CH:11][C:10]([CH2:13][NH:14][C:15](=[O:20])[C:16]([F:19])([F:18])[F:17])=[CH:9][C:3]=1[C:4]([N:6]=[C:7]=[O:8])=O.[F:21][C:22]([F:39])([F:38])[C:23]1[N:28]=[CH:27][C:26]([NH:29][NH:30]C(OC(C)(C)C)=O)=[CH:25][CH:24]=1.FC(F)(F)C(O)=O. (3) The reactants are: [CH2:1]([N:8]1[C:16]2[C:11](=[CH:12][CH:13]=[CH:14][CH:15]=2)/[C:10](=[CH:17]\[C:18](O)=[O:19])/[C:9]1=[O:21])[C:2]1[CH:7]=[CH:6][CH:5]=[CH:4][CH:3]=1.C1C=CC2[N:30]([OH:31])N=NC=2C=1.CCN=C=NCCCN(C)C.Cl.NOC1CCCCO1.Cl. Given the product [CH2:1]([N:8]1[C:16]2[C:11](=[CH:12][CH:13]=[CH:14][CH:15]=2)/[C:10](=[CH:17]\[C:18]([NH:30][OH:31])=[O:19])/[C:9]1=[O:21])[C:2]1[CH:7]=[CH:6][CH:5]=[CH:4][CH:3]=1, predict the reactants needed to synthesize it. (4) Given the product [OH:31][C:5]1[C:4](=[O:25])[C:3]2[C:2](=[CH:29][C:28]([I:30])=[CH:27][CH:26]=2)[O:1][C:6]=1[C:7]1[CH:12]=[C:11]([O:13][CH3:14])[C:10]([O:15][CH2:16][C:17]2[CH:22]=[CH:21][CH:20]=[CH:19][CH:18]=2)=[C:9]([O:23][CH3:24])[CH:8]=1, predict the reactants needed to synthesize it. The reactants are: [OH:1][C:2]1[CH:29]=[C:28]([I:30])[CH:27]=[CH:26][C:3]=1[C:4](=[O:25])[CH:5]=[CH:6][C:7]1[CH:12]=[C:11]([O:13][CH3:14])[C:10]([O:15][CH2:16][C:17]2[CH:22]=[CH:21][CH:20]=[CH:19][CH:18]=2)=[C:9]([O:23][CH3:24])[CH:8]=1.[OH-:31].[Na+].OO.Cl. (5) The reactants are: [NH2:1][C:2]1[CH:3]=[CH:4][C:5]([S:52]([CH:55]2[CH2:57][CH2:56]2)(=[O:54])=[O:53])=[C:6]([CH2:8][N:9]([CH3:51])[C:10]([CH:12]([NH:24][C:25]2[CH:26]=[C:27]3[C:32](=[CH:33][C:34]=2[F:35])[C:31]([N:36]([C:44]([O:46][C:47]([CH3:50])([CH3:49])[CH3:48])=[O:45])[C:37](=[O:43])[O:38][C:39]([CH3:42])([CH3:41])[CH3:40])=[N:30][CH:29]=[CH:28]3)[C:13]2[CH:18]=[CH:17][C:16]([C@@H:19]([CH3:22])[CH2:20][OH:21])=[C:15]([CH3:23])[CH:14]=2)=[O:11])[CH:7]=1.[C:58](Cl)(Cl)=[O:59]. Given the product [C:39]([O:38][C:37]([N:36]([C:31]1[C:32]2[C:27](=[CH:26][C:25]([NH:24][C@H:12]3[C:10](=[O:11])[N:9]([CH3:51])[CH2:8][C:6]4[CH:7]=[C:2]([CH:3]=[CH:4][C:5]=4[S:52]([CH:55]4[CH2:56][CH2:57]4)(=[O:54])=[O:53])[NH:1][C:58](=[O:59])[O:21][CH2:20][C@H:19]([CH3:22])[C:16]4[CH:17]=[CH:18][C:13]3=[CH:14][C:15]=4[CH3:23])=[C:34]([F:35])[CH:33]=2)[CH:28]=[CH:29][N:30]=1)[C:44](=[O:45])[O:46][C:47]([CH3:48])([CH3:49])[CH3:50])=[O:43])([CH3:41])([CH3:40])[CH3:42], predict the reactants needed to synthesize it. (6) Given the product [CH:1]1([CH2:7][N:8]2[C:12]3[CH:13]=[CH:14][C:15]([NH2:17])=[CH:16][C:11]=3[N:10]=[C:9]2[C:21]([CH3:24])([CH3:25])[CH2:22][CH3:23])[CH2:2][CH2:3][CH2:4][CH2:5][CH2:6]1, predict the reactants needed to synthesize it. The reactants are: [CH:1]1([CH2:7][N:8]2[C:12]3[CH:13]=[CH:14][C:15]([NH:17]C(=O)C)=[CH:16][C:11]=3[N:10]=[C:9]2[C:21]([CH3:25])([CH3:24])[CH2:22][CH3:23])[CH2:6][CH2:5][CH2:4][CH2:3][CH2:2]1.Cl. (7) Given the product [Cl:14][CH2:13][C@H:15]1[O:11][CH2:10][C@H:9]([CH3:12])[N:8]([CH2:1][C:2]2[CH:7]=[CH:6][CH:5]=[CH:4][CH:3]=2)[CH2:16]1, predict the reactants needed to synthesize it. The reactants are: [CH2:1]([NH:8][C@@H:9]([CH3:12])[CH2:10][OH:11])[C:2]1[CH:7]=[CH:6][CH:5]=[CH:4][CH:3]=1.[CH2:13]([CH:15]1O[CH2:16]1)[Cl:14].FC(F)(F)S(O)(=O)=O.